From a dataset of Full USPTO retrosynthesis dataset with 1.9M reactions from patents (1976-2016). Predict the reactants needed to synthesize the given product. (1) Given the product [CH2:1]([O:8][C@@H:9]1[C@@H:14]([O:15][CH2:16][C:17]2[CH:18]=[CH:19][CH:20]=[CH:21][CH:22]=2)[C@H:13]([O:23][CH2:24][C:25]2[CH:30]=[CH:29][CH:28]=[CH:27][CH:26]=2)[C:12]2([CH2:49][CH2:31]2)[O:11][C@H:10]1[C:32]1[CH:37]=[CH:36][C:35]([Cl:38])=[C:34]([CH2:39][C:40]2[CH:45]=[CH:44][C:43]([O:46][CH2:47][CH3:48])=[CH:42][CH:41]=2)[CH:33]=1)[C:2]1[CH:7]=[CH:6][CH:5]=[CH:4][CH:3]=1, predict the reactants needed to synthesize it. The reactants are: [CH2:1]([O:8][C@@H:9]1[C@@H:14]([O:15][CH2:16][C:17]2[CH:22]=[CH:21][CH:20]=[CH:19][CH:18]=2)[C@H:13]([O:23][CH2:24][C:25]2[CH:30]=[CH:29][CH:28]=[CH:27][CH:26]=2)[C:12](=[CH2:31])[O:11][C@H:10]1[C:32]1[CH:37]=[CH:36][C:35]([Cl:38])=[C:34]([CH2:39][C:40]2[CH:45]=[CH:44][C:43]([O:46][CH2:47][CH3:48])=[CH:42][CH:41]=2)[CH:33]=1)[C:2]1[CH:7]=[CH:6][CH:5]=[CH:4][CH:3]=1.[CH3:49]CCCCC.ICI. (2) Given the product [NH2:36][C:37]1[C:38]2[N:39]([C:43]([C@H:55]3[CH2:60][CH2:59][C@H:58]([C:61]([NH:4][CH2:2][CH3:3])=[O:62])[CH2:57][CH2:56]3)=[N:44][C:45]=2[C:46]2[NH:47][C:48]3[C:53]([CH:54]=2)=[CH:52][CH:51]=[CH:50][CH:49]=3)[CH:40]=[CH:41][N:42]=1, predict the reactants needed to synthesize it. The reactants are: Cl.[CH2:2]([NH2:4])[CH3:3].F[B-](F)(F)F.N1(OC(N(C)C)=[N+](C)C)C2C=CC=CC=2N=N1.C(N(CC)C(C)C)(C)C.[NH2:36][C:37]1[C:38]2[N:39]([C:43]([C@H:55]3[CH2:60][CH2:59][C@H:58]([C:61](O)=[O:62])[CH2:57][CH2:56]3)=[N:44][C:45]=2[C:46]2[NH:47][C:48]3[C:53]([CH:54]=2)=[CH:52][CH:51]=[CH:50][CH:49]=3)[CH:40]=[CH:41][N:42]=1.C(=O)(O)[O-].[Na+].